Dataset: Reaction yield outcomes from USPTO patents with 853,638 reactions. Task: Predict the reaction yield, written as a fraction of the theoretical maximum amount of product (1.0 means a 100% yield; for example, 0.34 means a 34% yield). (1) The reactants are N(C(OC(C)C)=O)=NC(OC(C)C)=O.[C:15]([O:19][C:20]([NH:22][CH2:23][CH2:24][OH:25])=[O:21])([CH3:18])([CH3:17])[CH3:16].O=[C:27]1[CH:31]=[N:30][S:29][NH:28]1.C1(P(C2C=CC=CC=2)C2C=CC=CC=2)C=CC=CC=1. The catalyst is C1COCC1. The product is [C:15]([O:19][C:20]([NH:22][CH2:23][CH2:24][O:25][C:27]1[CH:31]=[N:30][S:29][N:28]=1)=[O:21])([CH3:18])([CH3:17])[CH3:16]. The yield is 0.950. (2) The reactants are [CH3:1][O:2][C:3]([C:5]1([NH:10][C:11]([CH:13]2[CH2:17][CH:16]([O:18][S:19]([C:22]3[CH:27]=[CH:26][C:25]([Br:28])=[CH:24][CH:23]=3)(=[O:21])=[O:20])[CH2:15][N:14]2[C:29](=[O:43])[CH:30]([NH:35][C:36]([O:38][C:39]([CH3:42])(C)[CH3:40])=[O:37])[C:31]([CH3:34])([CH3:33])[CH3:32])=[O:12])[CH2:7][CH:6]1[CH2:8][CH3:9])=[O:4].O=C1CCC(=O)N1OC(=O)OC1C[CH:58]2[CH:56]([CH2:57]2)C1. The catalyst is Cl.O1CCOCC1. The product is [CH3:1][O:2][C:3]([C:5]1([NH:10][C:11]([CH:13]2[CH2:17][CH:16]([O:18][S:19]([C:22]3[CH:27]=[CH:26][C:25]([Br:28])=[CH:24][CH:23]=3)(=[O:21])=[O:20])[CH2:15][N:14]2[C:29](=[O:43])[CH:30]([NH:35][C:36]([O:38][CH:39]2[CH2:40][CH:58]3[CH:56]([CH2:57]3)[CH2:42]2)=[O:37])[C:31]([CH3:33])([CH3:32])[CH3:34])=[O:12])[CH2:7][CH:6]1[CH2:8][CH3:9])=[O:4]. The yield is 0.920. (3) The reactants are [CH3:1][C:2]1[CH:28]=[CH:27][C:5]([C:6]([NH:8][C:9]2[S:10][C:11]3[CH:17]=[C:16]([C:18]([NH:20][C:21]4[CH:26]=[CH:25][CH:24]=[CH:23][CH:22]=4)=[O:19])[CH:15]=[CH:14][C:12]=3[N:13]=2)=[O:7])=[CH:4][CH:3]=1.C(=O)([O-])[O-].[K+].[K+].Br[CH:36]([CH2:41][CH3:42])[C:37]([O:39][CH3:40])=[O:38]. The catalyst is CN(C)C=O. The product is [CH3:1][C:2]1[CH:3]=[CH:4][C:5]([C:6]([N:8]=[C:9]2[N:13]([CH:36]([CH2:41][CH3:42])[C:37]([O:39][CH3:40])=[O:38])[C:12]3[CH:14]=[CH:15][C:16]([C:18](=[O:19])[NH:20][C:21]4[CH:22]=[CH:23][CH:24]=[CH:25][CH:26]=4)=[CH:17][C:11]=3[S:10]2)=[O:7])=[CH:27][CH:28]=1. The yield is 0.790. (4) The reactants are [C:1]([C:3]1[CH:8]=[CH:7][C:6]([F:9])=[CH:5][CH:4]=1)#[CH:2].[N-:10]=[N+:11]=[N-:12].[Na+].IC.[Na].O=[C:18]1O[C@H]([C@H](CO)O)C(O)=C1O. The catalyst is O.ClCCl.[Cu]I. The product is [F:9][C:6]1[CH:7]=[CH:8][C:3]([C:1]2[N:10]=[N:11][N:12]([CH3:18])[CH:2]=2)=[CH:4][CH:5]=1. The yield is 0.570.